This data is from Full USPTO retrosynthesis dataset with 1.9M reactions from patents (1976-2016). The task is: Predict the reactants needed to synthesize the given product. (1) The reactants are: [CH3:1][O:2][C:3]1[CH:23]=[CH:22][C:6]([CH2:7][NH:8][S:9]([C:12]2[CH:21]=[CH:20][C:15]([C:16]([O:18]C)=[O:17])=[CH:14][CH:13]=2)(=[O:11])=[O:10])=[CH:5][CH:4]=1.[CH:24]1([CH2:30]N)[CH2:29][CH2:28][CH2:27][CH2:26][CH2:25]1. Given the product [CH:24]1([CH2:30][N:8]([CH2:7][C:6]2[CH:22]=[CH:23][C:3]([O:2][CH3:1])=[CH:4][CH:5]=2)[S:9]([C:12]2[CH:21]=[CH:20][C:15]([C:16]([OH:18])=[O:17])=[CH:14][CH:13]=2)(=[O:10])=[O:11])[CH2:29][CH2:28][CH2:27][CH2:26][CH2:25]1, predict the reactants needed to synthesize it. (2) Given the product [NH2:1][C:4]1[CH:5]=[CH:6][C:7]([C:10]2[C:14]([C:15]([NH2:17])=[O:16])=[C:13]([NH:18][C:19]([N:21]3[CH2:25][CH2:24][CH2:23][C:22]3=[O:26])=[O:20])[S:12][N:11]=2)=[CH:8][CH:9]=1, predict the reactants needed to synthesize it. The reactants are: [N+:1]([C:4]1[CH:9]=[CH:8][C:7]([C:10]2[C:14]([C:15]([NH2:17])=[O:16])=[C:13]([NH:18][C:19]([N:21]3[CH2:25][CH2:24][CH2:23][C:22]3=[O:26])=[O:20])[S:12][N:11]=2)=[CH:6][CH:5]=1)([O-])=O. (3) The reactants are: [CH2:1]([O:8][C:9]1[CH:19]=[CH:18][C:12]([O:13][CH2:14][C@H:15]2[O:17][CH2:16]2)=[CH:11][C:10]=1[NH:20][S:21]([CH3:24])(=[O:23])=[O:22])[C:2]1[CH:7]=[CH:6][CH:5]=[CH:4][CH:3]=1.[CH2:25]([NH:32][CH:33]([CH3:52])[CH2:34][CH:35]([C:44]1[CH:49]=[CH:48][C:47]([O:50][CH3:51])=[CH:46][CH:45]=1)[C:36]1[CH:41]=[CH:40][C:39]([O:42][CH3:43])=[CH:38][CH:37]=1)[C:26]1[CH:31]=[CH:30][CH:29]=[CH:28][CH:27]=1.FC(F)(F)S([O-])(=O)=O.[Yb+3].FC(F)(F)S([O-])(=O)=O.FC(F)(F)S([O-])(=O)=O.C(=O)(O)[O-].[Na+]. Given the product [CH2:25]([N:32]([CH:33]([CH3:52])[CH2:34][CH:35]([C:36]1[CH:37]=[CH:38][C:39]([O:42][CH3:43])=[CH:40][CH:41]=1)[C:44]1[CH:49]=[CH:48][C:47]([O:50][CH3:51])=[CH:46][CH:45]=1)[CH2:16][C@H:15]([OH:17])[CH2:14][O:13][C:12]1[CH:18]=[CH:19][C:9]([O:8][CH2:1][C:2]2[CH:7]=[CH:6][CH:5]=[CH:4][CH:3]=2)=[C:10]([NH:20][S:21]([CH3:24])(=[O:23])=[O:22])[CH:11]=1)[C:26]1[CH:27]=[CH:28][CH:29]=[CH:30][CH:31]=1, predict the reactants needed to synthesize it. (4) Given the product [CH3:11][O:10][C:8](=[O:9])[CH2:7][CH2:6][C@H:2]([NH:1][C:28](=[O:29])[C:27]1[CH:31]=[CH:32][C:24]([C:19]2[CH:20]=[CH:21][CH:22]=[CH:23][N:18]=2)=[CH:25][CH:26]=1)[C:3]([OH:5])=[O:4], predict the reactants needed to synthesize it. The reactants are: [NH2:1][C@@H:2]([CH2:6][CH2:7][C:8]([O:10][CH3:11])=[O:9])[C:3]([OH:5])=[O:4].C([O-])([O-])=O.[Na+].[Na+].[N:18]1[CH:23]=[CH:22][CH:21]=[CH:20][C:19]=1[C:24]1[CH:32]=[CH:31][C:27]([C:28](Cl)=[O:29])=[CH:26][CH:25]=1.Cl. (5) Given the product [Cl:30][C:25]1[CH:26]=[CH:27][CH:28]=[CH:29][C:24]=1[C:8]1[C:9]([CH2:12][N:13]2[C:21](=[O:22])[C:20]3[C:15](=[CH:16][CH:17]=[CH:18][CH:19]=3)[C:14]2=[O:23])=[N:10][C:11]2[C:6]([N:7]=1)=[CH:5][CH:4]=[CH:3][C:2]=2[I:40], predict the reactants needed to synthesize it. The reactants are: N[C:2]1[CH:3]=[CH:4][CH:5]=[C:6]2[C:11]=1[N:10]=[C:9]([CH2:12][N:13]1[C:21](=[O:22])[C:20]3[C:15](=[CH:16][CH:17]=[CH:18][CH:19]=3)[C:14]1=[O:23])[C:8]([C:24]1[CH:29]=[CH:28][CH:27]=[CH:26][C:25]=1[Cl:30])=[N:7]2.CC(C)=O.Cl.N([O-])=O.[Na+].[I-:40].[K+]. (6) Given the product [C:11]([O:14][CH2:15][C:16]([CH3:54])([CH3:53])[CH2:17][N:18]1[C:24]2[CH:25]=[CH:26][C:27]([Cl:8])=[CH:28][C:23]=2[C@@H:22]([C:30]2[CH:35]=[CH:34][CH:33]=[C:32]([O:36][CH3:37])[C:31]=2[O:38][CH3:39])[O:21][C@H:20]([CH2:40][CH:41]([O:44][Si:45]([C:48]([CH3:51])([CH3:50])[CH3:49])([CH3:47])[CH3:46])/[C:42](/[NH2:43])=[N:10]/[OH:9])[C:19]1=[O:52])(=[O:13])[CH3:12], predict the reactants needed to synthesize it. The reactants are: C(N(CC)CC)C.[ClH:8].[OH:9][NH2:10].[C:11]([O:14][CH2:15][C:16]([CH3:54])([CH3:53])[CH2:17][N:18]1[C:24]2[CH:25]=[CH:26][C:27](Cl)=[CH:28][C:23]=2[C@@H:22]([C:30]2[CH:35]=[CH:34][CH:33]=[C:32]([O:36][CH3:37])[C:31]=2[O:38][CH3:39])[O:21][C@H:20]([CH2:40][CH:41]([O:44][Si:45]([C:48]([CH3:51])([CH3:50])[CH3:49])([CH3:47])[CH3:46])[C:42]#[N:43])[C:19]1=[O:52])(=[O:13])[CH3:12]. (7) Given the product [CH:13]1([CH:18]2[CH2:26][C:25]3[C:20](=[C:21]([CH3:29])[C:22]([CH3:28])=[C:23]([O:27][CH2:12][C:3]4[CH:2]=[C:11]([C:2]5[CH:11]=[CH:10][C:5]([C:6]([OH:8])=[O:7])=[CH:4][C:3]=5[CH3:12])[CH:10]=[CH:5][CH:4]=4)[CH:24]=3)[C:19]2=[O:30])[CH2:14][CH2:15][CH2:16][CH2:17]1, predict the reactants needed to synthesize it. The reactants are: Br[C:2]1[CH:11]=[CH:10][C:5]([C:6]([O:8]C)=[O:7])=[CH:4][C:3]=1[CH3:12].[CH:13]1([CH:18]2[CH2:26][C:25]3[C:20](=[C:21]([CH3:29])[C:22]([CH3:28])=[C:23]([OH:27])[CH:24]=3)[C:19]2=[O:30])[CH2:17][CH2:16][CH2:15][CH2:14]1. (8) Given the product [O:21]=[C:4]1[CH:5]=[C:6]([CH:8]2[CH2:9][CH2:10][N:11]([C:14]([O:16][C:17]([CH3:18])([CH3:19])[CH3:20])=[O:15])[CH2:12][CH2:13]2)[N:23]2[N:22]=[C:30]3[CH:29]=[CH:28][CH:27]=[N:26][C:25]3=[C:24]2[NH:31]1, predict the reactants needed to synthesize it. The reactants are: C(O[C:4](=[O:21])[CH2:5][C:6]([CH:8]1[CH2:13][CH2:12][N:11]([C:14]([O:16][C:17]([CH3:20])([CH3:19])[CH3:18])=[O:15])[CH2:10][CH2:9]1)=O)C.[NH:22]1[C:30]2[C:25](=[N:26][CH:27]=[CH:28][CH:29]=2)[C:24]([NH2:31])=[N:23]1.P([O-])([O-])([O-])=O.[K+].[K+].[K+].Cl. (9) Given the product [N:14]1[C:9]2[NH:10][C:11]3[C:7]([C:8]=2[CH:17]=[CH:16][CH:15]=1)=[CH:6][C:5]([C:3]1[N:18]=[C:19]([NH2:21])[S:20][CH:2]=1)=[CH:13][CH:12]=3, predict the reactants needed to synthesize it. The reactants are: Br[CH2:2][C:3]([C:5]1[CH:6]=[C:7]2[C:11](=[CH:12][CH:13]=1)[NH:10][C:9]1[N:14]=[CH:15][CH:16]=[CH:17][C:8]2=1)=O.[NH2:18][C:19]([NH2:21])=[S:20]. (10) Given the product [CH:1](=[C:13]1[C:14](=[O:16])[O:15][C:10]([CH3:18])([CH3:9])[O:11][C:12]1=[O:17])[C:2]1[CH:7]=[CH:6][CH:5]=[CH:4][CH:3]=1, predict the reactants needed to synthesize it. The reactants are: [CH:1](=O)[C:2]1[CH:7]=[CH:6][CH:5]=[CH:4][CH:3]=1.[CH3:9][C:10]1([CH3:18])[O:15][C:14](=[O:16])[CH2:13][C:12](=[O:17])[O:11]1.